This data is from Peptide-MHC class I binding affinity with 185,985 pairs from IEDB/IMGT. The task is: Regression. Given a peptide amino acid sequence and an MHC pseudo amino acid sequence, predict their binding affinity value. This is MHC class I binding data. (1) The peptide sequence is VSFDQNLDY. The MHC is HLA-B08:01 with pseudo-sequence HLA-B08:01. The binding affinity (normalized) is 0.0847. (2) The peptide sequence is ETIGLVRAL. The MHC is HLA-B46:01 with pseudo-sequence HLA-B46:01. The binding affinity (normalized) is 0.0847. (3) The peptide sequence is QYEKDPDEL. The MHC is HLA-A24:02 with pseudo-sequence HLA-A24:02. The binding affinity (normalized) is 0.220. (4) The peptide sequence is LSQLYRPLEA. The MHC is Mamu-A02 with pseudo-sequence Mamu-A02. The binding affinity (normalized) is 0.626. (5) The peptide sequence is KQWSWFSLL. The MHC is HLA-E01:01 with pseudo-sequence HLA-E01:03. The binding affinity (normalized) is 0.0847.